Dataset: Forward reaction prediction with 1.9M reactions from USPTO patents (1976-2016). Task: Predict the product of the given reaction. (1) Given the reactants [Br:1][C:2]1[CH:3]=[CH:4][C:5]2[C:9]([CH:10]=1)=[N:8][N:7]([N+]([O-])=O)[CH:6]=2.[N:14]1([C:20]([O:22][C:23]([CH3:26])([CH3:25])[CH3:24])=[O:21])[CH2:19][CH2:18][NH:17][CH2:16][CH2:15]1, predict the reaction product. The product is: [Br:1][C:2]1[CH:10]=[C:9]2[C:5]([C:6]([N:17]3[CH2:16][CH2:15][N:14]([C:20]([O:22][C:23]([CH3:26])([CH3:25])[CH3:24])=[O:21])[CH2:19][CH2:18]3)=[N:7][NH:8]2)=[CH:4][CH:3]=1. (2) The product is: [Br:11][C:12]1[CH:13]=[N:14][C:15]([O:3][CH2:4][CH2:5][N:6]2[CH2:10][CH2:9][CH2:8][CH2:7]2)=[N:16][CH:17]=1. Given the reactants [H-].[Na+].[OH:3][CH2:4][CH2:5][N:6]1[CH2:10][CH2:9][CH2:8][CH2:7]1.[Br:11][C:12]1[CH:13]=[N:14][C:15](Cl)=[N:16][CH:17]=1.O, predict the reaction product. (3) Given the reactants [F:1][C:2]([C:5]1[CH:10]=[CH:9][C:8]([CH3:11])=[CH:7][CH:6]=1)([CH3:4])[CH3:3].[Br:12]N1C(=O)CCC1=O, predict the reaction product. The product is: [Br:12][CH2:11][C:8]1[CH:7]=[CH:6][C:5]([C:2]([F:1])([CH3:4])[CH3:3])=[CH:10][CH:9]=1. (4) Given the reactants OO.Cl[C:4]1C(C(SC2C=NC(Cl)=CC=2)C2C=CN=CC=2)=NC(Cl)=CC=1.C(OCC)(=O)C.[Si:32]([O:39][CH2:40][CH2:41][CH:42](C)[CH:43]([C:54]1[CH:59]=[C:58]([F:60])[CH:57]=[CH:56][C:55]=1[F:61])[S:44]([C:47]1[CH:52]=[CH:51][C:50]([Cl:53])=[CH:49][CH:48]=1)(=[O:46])=[O:45])([C:35]([CH3:38])([CH3:37])[CH3:36])([CH3:34])[CH3:33], predict the reaction product. The product is: [Si:32]([O:39][CH:40]([CH3:4])[CH2:41][CH2:42][CH:43]([C:54]1[CH:59]=[C:58]([F:60])[CH:57]=[CH:56][C:55]=1[F:61])[S:44]([C:47]1[CH:48]=[CH:49][C:50]([Cl:53])=[CH:51][CH:52]=1)(=[O:46])=[O:45])([C:35]([CH3:36])([CH3:38])[CH3:37])([CH3:33])[CH3:34].